Dataset: Forward reaction prediction with 1.9M reactions from USPTO patents (1976-2016). Task: Predict the product of the given reaction. (1) Given the reactants [CH:1]1([CH2:4][O:5][C:6]2[CH:11]=[CH:10][C:9]([F:12])=[CH:8][C:7]=2[C:13]2[CH:18]=[CH:17][N:16]=[C:15]3[C:19]([C:23]([O:25][CH2:26][CH3:27])=[O:24])=[C:20]([CH3:22])[NH:21][C:14]=23)[CH2:3][CH2:2]1.Cl[CH2:29][O:30][CH2:31][CH2:32][Si:33]([CH3:36])([CH3:35])[CH3:34], predict the reaction product. The product is: [CH:1]1([CH2:4][O:5][C:6]2[CH:11]=[CH:10][C:9]([F:12])=[CH:8][C:7]=2[C:13]2[CH:18]=[CH:17][N:16]=[C:15]3[C:19]([C:23]([O:25][CH2:26][CH3:27])=[O:24])=[C:20]([CH3:22])[N:21]([CH2:29][O:30][CH2:31][CH2:32][Si:33]([CH3:36])([CH3:35])[CH3:34])[C:14]=23)[CH2:2][CH2:3]1. (2) The product is: [Cl:1][C:2]1[CH:7]=[C:6]2[NH:8][C:9](=[O:43])[C@@:10]3([C@H:14]([CH2:15][C:16]([CH3:20])([CH3:19])[CH2:17][F:18])[NH:13][C@@H:12]([C:21]([O:23][C:24]4[CH:32]=[CH:31][C:27]([C:28](=[O:30])[NH2:46])=[CH:26][C:25]=4[O:33][CH3:34])=[O:22])[C@@H:11]3[C:35]3[CH:40]=[CH:39][CH:38]=[C:37]([Cl:41])[C:36]=3[F:42])[C:5]2=[CH:4][CH:3]=1. Given the reactants [Cl:1][C:2]1[CH:7]=[C:6]2[NH:8][C:9](=[O:43])[C@@:10]3([C@H:14]([CH2:15][C:16]([CH3:20])([CH3:19])[CH2:17][F:18])[NH:13][C@@H:12]([C:21]([O:23][C:24]4[CH:32]=[CH:31][C:27]([C:28]([OH:30])=O)=[CH:26][C:25]=4[O:33][CH3:34])=[O:22])[C@@H:11]3[C:35]3[CH:40]=[CH:39][CH:38]=[C:37]([Cl:41])[C:36]=3[F:42])[C:5]2=[CH:4][CH:3]=1.C1N=C[N:46](C(N2C=NC=C2)=O)C=1.N, predict the reaction product.